This data is from Full USPTO retrosynthesis dataset with 1.9M reactions from patents (1976-2016). The task is: Predict the reactants needed to synthesize the given product. (1) Given the product [CH3:7][N:6]([CH3:8])[C:4]([C@@H:3]([NH:2][C:21]([C:19]1[NH:18][C:22]2=[CH:23][N:31]=[C:29]([C:28]#[CH:27])[CH:30]=[C:24]2[CH:20]=1)=[O:35])[CH2:9][C:10]1[CH:11]=[CH:12][CH:13]=[CH:14][CH:15]=1)=[O:5], predict the reactants needed to synthesize it. The reactants are: Cl.[NH2:2][C@@H:3]([CH2:9][C:10]1[CH:15]=[CH:14][CH:13]=[CH:12][CH:11]=1)[C:4]([N:6]([CH3:8])[CH3:7])=[O:5].CC[N:18]([CH:22]([CH3:24])[CH3:23])[CH:19]([CH3:21])[CH3:20].C1C=[CH:27][C:28]2N(O)N=[N:31][C:29]=2[CH:30]=1.[OH2:35].CCN=C=NCCCN(C)C. (2) Given the product [CH2:1]([O:3][C:4](=[N:6][O:7][CH2:8][CH2:9][N:10]([CH3:30])[CH2:11][C@H:12]1[O:16][C@@H:15]([N:17]2[C:26]3[N:25]=[CH:24][N:23]=[C:21]([NH2:22])[C:20]=3[N:19]=[C:18]2[NH:32][CH3:31])[C@H:14]([OH:28])[C@@H:13]1[OH:29])[CH3:5])[CH3:2], predict the reactants needed to synthesize it. The reactants are: [CH2:1]([O:3][C:4](=[N:6][O:7][CH2:8][CH2:9][N:10]([CH3:30])[CH2:11][C@H:12]1[O:16][C@@H:15]([N:17]2[C:26]3[N:25]=[CH:24][N:23]=[C:21]([NH2:22])[C:20]=3[N:19]=[C:18]2C)[C@H:14]([OH:28])[C@@H:13]1[OH:29])[CH3:5])[CH3:2].[CH3:31][NH:32]C[C@H]1O[C@@H](N2C3N=CN=C(N)C=3N=C2NC)[C@H](O)[C@@H]1O.CCN(C(C)C)C(C)C. (3) The reactants are: [CH3:1][O:2][C:3]1[CH:8]=[CH:7][C:6]([N:9]2[CH:13]=[C:12]([CH:14](O)[CH2:15][CH:16]([CH3:18])[CH3:17])[C:11]([CH:20]([CH3:22])[CH3:21])=[N:10]2)=[CH:5][CH:4]=1.[NH2:23][C:24]1[CH:29]=[CH:28][C:27]([C:30]([NH:32][CH2:33][CH2:34][C:35]([O:37]CC)=[O:36])=[O:31])=[CH:26][CH:25]=1. Given the product [CH3:1][O:2][C:3]1[CH:8]=[CH:7][C:6]([N:9]2[CH:13]=[C:12]([CH:14]([NH:23][C:24]3[CH:25]=[CH:26][C:27]([C:30]([NH:32][CH2:33][CH2:34][C:35]([OH:37])=[O:36])=[O:31])=[CH:28][CH:29]=3)[CH2:15][CH:16]([CH3:18])[CH3:17])[C:11]([CH:20]([CH3:22])[CH3:21])=[N:10]2)=[CH:5][CH:4]=1, predict the reactants needed to synthesize it.